From a dataset of Peptide-MHC class I binding affinity with 185,985 pairs from IEDB/IMGT. Regression. Given a peptide amino acid sequence and an MHC pseudo amino acid sequence, predict their binding affinity value. This is MHC class I binding data. (1) The peptide sequence is GLPVEYLQVPS. The MHC is HLA-A03:01 with pseudo-sequence HLA-A03:01. The binding affinity (normalized) is 0. (2) The peptide sequence is YEPEMQAQV. The MHC is HLA-B27:03 with pseudo-sequence HLA-B27:03. The binding affinity (normalized) is 0.0847. (3) The peptide sequence is NYIPTQQDVLL. The MHC is H-2-Kd with pseudo-sequence H-2-Kd. The binding affinity (normalized) is 0.317. (4) The peptide sequence is EYAPFARLL. The MHC is HLA-A02:01 with pseudo-sequence HLA-A02:01. The binding affinity (normalized) is 0.0847. (5) The peptide sequence is RIFPTAFEF. The MHC is Mamu-B52 with pseudo-sequence YSEMYEERAGNTFVNTAYIGYHHYTWAVLAYRWY. The binding affinity (normalized) is 0.582.